From a dataset of Forward reaction prediction with 1.9M reactions from USPTO patents (1976-2016). Predict the product of the given reaction. (1) Given the reactants [OH:1][C@:2]1([C:30]([F:36])([F:35])[C:31]([F:34])([F:33])[F:32])[C@:18]2([CH3:19])[C@H:5]([C@H:6]3[C:15]([C@@H:16]([C:20]4[CH:25]=[CH:24][C:23]([CH:26]([OH:28])[CH3:27])=[CH:22][CH:21]=4)[CH2:17]2)=[C:14]2[C:9](=[CH:10][C:11](=[O:29])[CH2:12][CH2:13]2)[CH2:8][CH2:7]3)[CH2:4][CH2:3]1.[CH2:37]([O:40][C:41]([NH:43][C@@H:44]([CH:48]([CH3:50])[CH3:49])[C:45](O)=[O:46])=[O:42])[CH:38]=[CH2:39], predict the reaction product. The product is: [OH:1][C@:2]1([C:30]([F:35])([F:36])[C:31]([F:32])([F:33])[F:34])[C@:18]2([CH3:19])[C@H:5]([C@H:6]3[C:15]([C@@H:16]([C:20]4[CH:21]=[CH:22][C:23]([CH:26]([O:28][C:45](=[O:46])[C@@H:44]([NH:43][C:41]([O:40][CH2:37][CH:38]=[CH2:39])=[O:42])[CH:48]([CH3:50])[CH3:49])[CH3:27])=[CH:24][CH:25]=4)[CH2:17]2)=[C:14]2[C:9](=[CH:10][C:11](=[O:29])[CH2:12][CH2:13]2)[CH2:8][CH2:7]3)[CH2:4][CH2:3]1. (2) Given the reactants [C:1]1([C:7]2[S:12][C:11]3[CH:13]=[CH:14][CH:15]=[CH:16][C:10]=3[O:9][C:8]=2[C:17]2[CH:22]=[CH:21][C:20]([OH:23])=[CH:19][CH:18]=2)[CH:6]=[CH:5][CH:4]=[CH:3][CH:2]=1.[N:24]1([CH2:29][CH2:30]O)[CH2:28][CH2:27][CH2:26][CH2:25]1, predict the reaction product. The product is: [C:1]1([C:7]2[S:12][C:11]3[CH:13]=[CH:14][CH:15]=[CH:16][C:10]=3[O:9][C:8]=2[C:17]2[CH:18]=[CH:19][C:20]([O:23][CH2:30][CH2:29][N:24]3[CH2:28][CH2:27][CH2:26][CH2:25]3)=[CH:21][CH:22]=2)[CH:2]=[CH:3][CH:4]=[CH:5][CH:6]=1. (3) Given the reactants [NH2:1][C:2]1[CH:7]=[CH:6][CH:5]=[C:4]([N:8]2[C:15]3[N:11]([N:12]=[C:13]([C:16]4[CH:17]=[N:18][CH:19]=[CH:20][CH:21]=4)[CH:14]=3)[CH:10]=[CH:9]2)[C:3]=1[OH:22].[F:23][S:24]([F:37])([F:36])([F:35])([F:34])[C:25]1[CH:26]=[C:27]([CH:31]=[CH:32][CH:33]=1)[C:28](O)=[O:29].CN(C(ON1N=NC2C=CC=NC1=2)=[N+](C)C)C.F[P-](F)(F)(F)(F)F.C(N(CC)C(C)C)(C)C.[OH-].[Na+], predict the reaction product. The product is: [OH:22][C:3]1[C:4]([N:8]2[C:15]3[N:11]([N:12]=[C:13]([C:16]4[CH:17]=[N:18][CH:19]=[CH:20][CH:21]=4)[CH:14]=3)[CH:10]=[CH:9]2)=[CH:5][CH:6]=[CH:7][C:2]=1[NH:1][C:28](=[O:29])[C:27]1[CH:31]=[CH:32][CH:33]=[C:25]([S:24]([F:37])([F:23])([F:34])([F:35])[F:36])[CH:26]=1.